From a dataset of Peptide-MHC class I binding affinity with 185,985 pairs from IEDB/IMGT. Regression. Given a peptide amino acid sequence and an MHC pseudo amino acid sequence, predict their binding affinity value. This is MHC class I binding data. (1) The MHC is HLA-B27:05 with pseudo-sequence HLA-B27:05. The peptide sequence is IPVRRGYTT. The binding affinity (normalized) is 0.0847. (2) The peptide sequence is LSFLSRVFF. The MHC is HLA-B15:03 with pseudo-sequence HLA-B15:03. The binding affinity (normalized) is 1.00. (3) The peptide sequence is IAGFIEGGW. The MHC is HLA-A01:01 with pseudo-sequence HLA-A01:01. The binding affinity (normalized) is 0.0847. (4) The peptide sequence is GDYKLVEI. The MHC is HLA-B42:01 with pseudo-sequence HLA-B42:01. The binding affinity (normalized) is 0. (5) The peptide sequence is MAMKIATAA. The MHC is HLA-A01:01 with pseudo-sequence HLA-A01:01. The binding affinity (normalized) is 0. (6) The peptide sequence is ITDVQDMDP. The MHC is HLA-B58:01 with pseudo-sequence HLA-B58:01. The binding affinity (normalized) is 0.0847. (7) The peptide sequence is FTWSGDVRY. The MHC is HLA-B58:01 with pseudo-sequence HLA-B58:01. The binding affinity (normalized) is 0.445. (8) The MHC is HLA-A68:01 with pseudo-sequence HLA-A68:01. The peptide sequence is VSTGESSILR. The binding affinity (normalized) is 0.558. (9) The binding affinity (normalized) is 0. The MHC is HLA-A01:01 with pseudo-sequence HLA-A01:01. The peptide sequence is RYSIFFDY.